From a dataset of NCI-60 drug combinations with 297,098 pairs across 59 cell lines. Regression. Given two drug SMILES strings and cell line genomic features, predict the synergy score measuring deviation from expected non-interaction effect. Drug 1: C1CCN(CC1)CCOC2=CC=C(C=C2)C(=O)C3=C(SC4=C3C=CC(=C4)O)C5=CC=C(C=C5)O. Drug 2: CC1=C2C(C(=O)C3(C(CC4C(C3C(C(C2(C)C)(CC1OC(=O)C(C(C5=CC=CC=C5)NC(=O)C6=CC=CC=C6)O)O)OC(=O)C7=CC=CC=C7)(CO4)OC(=O)C)O)C)OC(=O)C. Cell line: HOP-62. Synergy scores: CSS=34.5, Synergy_ZIP=-2.48, Synergy_Bliss=1.58, Synergy_Loewe=-28.3, Synergy_HSA=-3.31.